Dataset: Reaction yield outcomes from USPTO patents with 853,638 reactions. Task: Predict the reaction yield, written as a fraction of the theoretical maximum amount of product (1.0 means a 100% yield; for example, 0.34 means a 34% yield). The reactants are [OH-].[Li+].CC#N.[O:6]=[C:7]1[NH:11][C@H:10]2[CH2:12][S:13][C@@H:14]([CH2:16][CH2:17][CH2:18][C:19]([O:21]CC(CO)(C)CO)=[O:20])[CH2:15][C@H:9]2[O:8]1.Cl. The catalyst is CO. The product is [O:6]=[C:7]1[NH:11][C@H:10]2[CH2:12][S:13][C@@H:14]([CH2:16][CH2:17][CH2:18][C:19]([OH:21])=[O:20])[CH2:15][C@H:9]2[O:8]1. The yield is 0.830.